From a dataset of Catalyst prediction with 721,799 reactions and 888 catalyst types from USPTO. Predict which catalyst facilitates the given reaction. Reactant: [O:1]1[C:5]2[CH:6]=[CH:7][CH:8]=[CH:9][C:4]=2[CH2:3][CH2:2]1.[C:10]1(=[O:17])[O:16][C:14](=[O:15])[CH2:13][CH2:12][CH2:11]1.[Cl-].[Al+3].[Cl-].[Cl-].Cl. Product: [O:1]1[C:5]2[CH:6]=[CH:7][C:8]([C:10](=[O:17])[CH2:11][CH2:12][CH2:13][C:14]([OH:16])=[O:15])=[CH:9][C:4]=2[CH2:3][CH2:2]1. The catalyst class is: 4.